This data is from Forward reaction prediction with 1.9M reactions from USPTO patents (1976-2016). The task is: Predict the product of the given reaction. (1) The product is: [CH3:15][O:16][C:17]([C:19]1[C:20]2([C:21]([O:23][CH3:24])=[O:22])[N:44]([CH2:45][CH2:46][C:47]3[C:55]4[C:50](=[CH:51][CH:52]=[CH:53][CH:54]=4)[NH:49][C:48]=32)[CH:7]=[C:6]([C:5](=[O:14])[C:4]2[CH:3]=[C:2]([Cl:1])[CH:11]=[CH:10][C:9]=2[OH:8])[CH:12]=1)=[O:18]. Given the reactants [Cl:1][C:2]1[CH:3]=[C:4]2[C:9](=[CH:10][CH:11]=1)[O:8][CH:7]=[C:6]([CH:12]=O)[C:5]2=[O:14].[CH3:15][O:16][C:17]([C:19]#[C:20][C:21]([O:23][CH3:24])=[O:22])=[O:18].C1(P(C2C=CC=CC=2)C2C=CC=CC=2)C=CC=CC=1.[NH2:44][CH2:45][CH2:46][C:47]1[C:55]2[C:50](=[CH:51][CH:52]=[CH:53][CH:54]=2)[NH:49][CH:48]=1, predict the reaction product. (2) Given the reactants [Cl:1][C:2]1[O:6][N:5]=[C:4]([C:7]([OH:9])=O)[CH:3]=1.S(Cl)([Cl:12])=O, predict the reaction product. The product is: [Cl:1][C:2]1[O:6][N:5]=[C:4]([C:7]([Cl:12])=[O:9])[CH:3]=1. (3) Given the reactants [Br-].[C:2]1([PH+:8]([C:15]2[CH:20]=[CH:19][CH:18]=[CH:17][CH:16]=2)[C:9]2[CH:14]=[CH:13][CH:12]=[CH:11][CH:10]=2)[CH:7]=[CH:6][CH:5]=[CH:4][CH:3]=1.[Li][CH2:22]CCC.CCCCCC.[C:32]([O:40][C:41]1[CH:50]=[CH:49][C:48]([Cl:51])=[CH:47][C:42]=1[C:43]([O:45]C)=O)(=O)[C:33]1[CH:38]=[CH:37][CH:36]=[CH:35][CH:34]=1, predict the reaction product. The product is: [CH2:32]([O:40][C:41]1[CH:50]=[CH:49][C:48]([Cl:51])=[CH:47][C:42]=1[C:43](=[O:45])[CH:22]=[P:8]([C:2]1[CH:3]=[CH:4][CH:5]=[CH:6][CH:7]=1)([C:9]1[CH:14]=[CH:13][CH:12]=[CH:11][CH:10]=1)[C:15]1[CH:16]=[CH:17][CH:18]=[CH:19][CH:20]=1)[C:33]1[CH:34]=[CH:35][CH:36]=[CH:37][CH:38]=1.